This data is from Reaction yield outcomes from USPTO patents with 853,638 reactions. The task is: Predict the reaction yield, written as a fraction of the theoretical maximum amount of product (1.0 means a 100% yield; for example, 0.34 means a 34% yield). (1) The reactants are N.[OH-:2].[K+].[C:4]([C:23]#[N:24])([C:7]([C:10]([C:13]([C:16]([C:19]([F:22])([F:21])[F:20])([F:18])[F:17])([F:15])[F:14])([F:12])[F:11])([F:9])[F:8])([F:6])[F:5]. No catalyst specified. The product is [F:5][C:4]([F:6])([C:7]([F:9])([F:8])[C:10]([F:12])([F:11])[C:13]([F:15])([F:14])[C:16]([F:17])([F:18])[C:19]([F:20])([F:21])[F:22])[C:23]([NH2:24])=[O:2]. The yield is 0.985. (2) The reactants are [CH3:1][O:2][C:3]1[CH:8]=[CH:7][N:6]=[C:5]([NH2:9])[N:4]=1.[N+:10]([C:12]1[CH:21]=[CH:20][C:15]2[O:16][CH2:17][CH2:18][O:19][C:14]=2[CH:13]=1)#[C-:11].[CH3:22][C:23]1[CH:30]=[C:29]([OH:31])[CH:28]=[C:27]([CH3:32])[C:24]=1[CH:25]=O.[Cl-].[In+3].[Cl-].[Cl-]. The catalyst is C1(C)C=CC=CC=1. The product is [O:16]1[CH2:17][CH2:18][O:19][C:14]2[CH:13]=[C:12]([NH:10][C:11]3[N:4]4[C:3]([O:2][CH3:1])=[CH:8][CH:7]=[N:6][C:5]4=[N:9][C:25]=3[C:24]3[C:23]([CH3:22])=[CH:30][C:29]([OH:31])=[CH:28][C:27]=3[CH3:32])[CH:21]=[CH:20][C:15]1=2. The yield is 0.0530. (3) The reactants are Cl[C:2]1[N:7]=[C:6]([NH:8][CH:9]([C:11]2[CH:16]=[CH:15][CH:14]=[CH:13][CH:12]=2)[CH3:10])[C:5]([N+:17]([O-])=O)=[CH:4][CH:3]=1.Cl[C:21]1[C:26]([N+]([O-])=O)=[CH:25][CH:24]=[C:23](Cl)[N:22]=1.C(N(C(C)C)CC)(C)C.[C:40]1(C(N)C)C=C[CH:43]=[CH:42][CH:41]=1.[O:49]1CCC[CH2:50]1. No catalyst specified. The product is [C:11]1([CH:9]([N:8]2[C:6]3=[N:7][C:2]([C:43]4[CH:42]=[CH:41][CH:40]=[C:21]5[C:26]=4[CH:25]=[CH:24][CH:23]=[N:22]5)=[CH:3][CH:4]=[C:5]3[NH:17][C:50]2=[O:49])[CH3:10])[CH:16]=[CH:15][CH:14]=[CH:13][CH:12]=1. The yield is 0.780. (4) The reactants are [CH3:1][O:2][C:3]([C:5]1[C:6]([CH3:12])=[N+:7]([O-])[CH:8]=[CH:9][N:10]=1)=[O:4].P(Cl)(Cl)([Cl:15])=O. The catalyst is CN(C=O)C. The product is [Cl:15][C:8]1[N:7]=[C:6]([CH3:12])[C:5]([C:3]([O:2][CH3:1])=[O:4])=[N:10][CH:9]=1. The yield is 0.220. (5) The reactants are [Cl:1][C:2]1[N:7]=[CH:6][N:5]=[C:4]([NH2:8])[CH:3]=1.C(=O)([O-])[O-].[Cs+].[Cs+].Cl[C:16]([O:18][C:19]1[CH:24]=[CH:23][CH:22]=[CH:21][CH:20]=1)=[O:17]. The catalyst is C1COCC1. The product is [Cl:1][C:2]1[N:7]=[CH:6][N:5]=[C:4]([NH:8][C:16](=[O:17])[O:18][C:19]2[CH:24]=[CH:23][CH:22]=[CH:21][CH:20]=2)[CH:3]=1. The yield is 0.300. (6) The yield is 1.00. The product is [C:1]1([O:7][P:8]([CH2:17][CH2:18][NH:19][C:20]([O:22][CH:23]([C:31]2[NH:32][C:33]([S:39][C:40]3[CH:41]=[C:42]([Cl:47])[CH:43]=[C:44]([Cl:46])[CH:45]=3)=[C:34]([CH:36]([CH3:38])[CH3:37])[N:35]=2)[CH2:24][C:25]2[CH:30]=[CH:29][N:28]=[CH:27][CH:26]=2)=[O:21])(=[O:9])[OH:16])[CH:2]=[CH:3][CH:4]=[CH:5][CH:6]=1. The reactants are [C:1]1([O:7][P:8]([CH2:17][CH2:18][NH:19][C:20]([O:22][CH:23]([C:31]2[NH:32][C:33]([S:39][C:40]3[CH:45]=[C:44]([Cl:46])[CH:43]=[C:42]([Cl:47])[CH:41]=3)=[C:34]([CH:36]([CH3:38])[CH3:37])[N:35]=2)[CH2:24][C:25]2[CH:30]=[CH:29][N:28]=[CH:27][CH:26]=2)=[O:21])(=[O:16])[O:9]C2C=CC=CC=2)[CH:6]=[CH:5][CH:4]=[CH:3][CH:2]=1.[Li+].[OH-]. The catalyst is CC#N.